From a dataset of Full USPTO retrosynthesis dataset with 1.9M reactions from patents (1976-2016). Predict the reactants needed to synthesize the given product. (1) Given the product [I:10][C:9]1[N:4]2[C:5]([S:6][C:2]([C:19]3[CH:20]=[C:15]([NH:14][C:11](=[O:13])[CH3:12])[CH:16]=[CH:17][CH:18]=3)=[N:3]2)=[N:7][CH:8]=1, predict the reactants needed to synthesize it. The reactants are: Br[C:2]1[S:6][C:5]2=[N:7][CH:8]=[C:9]([I:10])[N:4]2[N:3]=1.[C:11]([NH:14][C:15]1[CH:16]=[C:17](B(O)O)[CH:18]=[CH:19][CH:20]=1)(=[O:13])[CH3:12].C([O-])([O-])=O.[Na+].[Na+]. (2) Given the product [O:4]=[C:3]([NH:5][C:6]1[CH:11]=[CH:10][C:9]([O:12][C:13]2[CH:18]=[CH:17][CH:16]=[CH:15][CH:14]=2)=[CH:8][CH:7]=1)[CH2:2][N:22]1[CH2:23][CH2:24][CH2:25][N:19]([C:26]([O:28][C:29]([CH3:32])([CH3:31])[CH3:30])=[O:27])[CH2:20][CH2:21]1, predict the reactants needed to synthesize it. The reactants are: Br[CH2:2][C:3]([NH:5][C:6]1[CH:11]=[CH:10][C:9]([O:12][C:13]2[CH:18]=[CH:17][CH:16]=[CH:15][CH:14]=2)=[CH:8][CH:7]=1)=[O:4].[N:19]1([C:26]([O:28][C:29]([CH3:32])([CH3:31])[CH3:30])=[O:27])[CH2:25][CH2:24][CH2:23][NH:22][CH2:21][CH2:20]1.C(=O)([O-])[O-].[K+].[K+]. (3) Given the product [CH3:11][C:5]1[CH:6]=[C:7]([NH2:8])[C:2]([N:12]2[CH2:13][CH2:14][CH:15]([CH2:18][CH2:19][N:20]3[CH2:25][CH2:24][CH2:23][CH2:22][CH2:21]3)[CH2:16][CH2:17]2)=[N:3][CH:4]=1, predict the reactants needed to synthesize it. The reactants are: Cl[C:2]1[C:7]([N+:8]([O-])=O)=[CH:6][C:5]([CH3:11])=[CH:4][N:3]=1.[NH:12]1[CH2:17][CH2:16][CH:15]([CH2:18][CH2:19][N:20]2[CH2:25][CH2:24][CH2:23][CH2:22][CH2:21]2)[CH2:14][CH2:13]1.